Dataset: Catalyst prediction with 721,799 reactions and 888 catalyst types from USPTO. Task: Predict which catalyst facilitates the given reaction. (1) Reactant: [Cl:1][C:2]1[C:10]([CH3:11])=[CH:9][CH:8]=[CH:7][C:3]=1[C:4]([OH:6])=O.C[Li].Cl.[C:15](=O)([O-])O.[Na+]. Product: [Cl:1][C:2]1[C:10]([CH3:11])=[CH:9][CH:8]=[CH:7][C:3]=1[C:4](=[O:6])[CH3:15]. The catalyst class is: 217. (2) Reactant: [CH3:1][CH:2]1[CH2:7][NH:6][CH2:5][CH:4]([CH3:8])[NH:3]1.[Cl:9][C:10]1[C:14](Cl)=[N:13][S:12][N:11]=1.O. Product: [Cl:9][C:10]1[C:14]([N:6]2[CH2:5][CH:4]([CH3:8])[NH:3][CH:2]([CH3:1])[CH2:7]2)=[N:13][S:12][N:11]=1. The catalyst class is: 3. (3) Reactant: [NH2:1][C:2]1[N:7]([CH2:8][CH2:9][CH2:10][CH2:11][CH3:12])[C:6](=[S:13])[NH:5][C:4](=[O:14])[CH:3]=1.[N:15]([O-])=[O:16].[Na+].O. Product: [NH2:1][C:2]1[N:7]([CH2:8][CH2:9][CH2:10][CH2:11][CH3:12])[C:6](=[S:13])[NH:5][C:4](=[O:14])[C:3]=1[N:15]=[O:16]. The catalyst class is: 15. (4) Reactant: [F:1][C:2]1[C:3]([O:12][C:13]2[CH:18]=[CH:17][C:16]([CH3:19])=[CH:15][CH:14]=2)=[C:4](C(=O)C)[CH:5]=[C:6]([F:8])[CH:7]=1.C1C=C(Cl)C=[C:22]([C:27]([O:29]O)=[O:28])C=1.C(Cl)Cl.C([O-])([O-])=O.[Na+].[Na+]. Product: [C:27]([O:29][C:4]1[CH:5]=[C:6]([F:8])[CH:7]=[C:2]([F:1])[C:3]=1[O:12][C:13]1[CH:14]=[CH:15][C:16]([CH3:19])=[CH:17][CH:18]=1)(=[O:28])[CH3:22]. The catalyst class is: 22. (5) Reactant: [NH2:1][C:2]([CH3:16])([CH3:15])[C:3]([N:5]1[CH2:14][CH2:13][C:12]2[C:7](=[CH:8][CH:9]=[CH:10][CH:11]=2)[CH2:6]1)=O.[H-].[H-].[H-].[H-].[Li+].[Al+3]. Product: [CH2:6]1[C:7]2[C:12](=[CH:11][CH:10]=[CH:9][CH:8]=2)[CH2:13][CH2:14][N:5]1[CH2:3][C:2]([NH2:1])([CH3:15])[CH3:16]. The catalyst class is: 1. (6) Reactant: [N:1]1[CH:6]=[CH:5][C:4]([C:7]2[N:8]=[C:9]([NH:12][C:13]3[CH:14]=[C:15]([CH:20]=[CH:21][CH:22]=3)[C:16]([O:18]C)=[O:17])[S:10][CH:11]=2)=[CH:3][CH:2]=1.[OH-].[Na+]. Product: [N:1]1[CH:2]=[CH:3][C:4]([C:7]2[N:8]=[C:9]([NH:12][C:13]3[CH:14]=[C:15]([CH:20]=[CH:21][CH:22]=3)[C:16]([OH:18])=[O:17])[S:10][CH:11]=2)=[CH:5][CH:6]=1. The catalyst class is: 92. (7) Reactant: [C:1]([C:3]1[C@@H:8]([C:9]2[CH:14]=[CH:13][C:12]([C:15]#[N:16])=[CH:11][CH:10]=2)[N:7]2[N:17]=[C:18]([NH:20][CH2:21][C:22]([O:24]C(C)(C)C)=[O:23])[N:19]=[C:6]2[N:5]([C:29]2[CH:34]=[CH:33][CH:32]=[C:31]([C:35]([F:38])([F:37])[F:36])[CH:30]=2)[C:4]=1[CH3:39])#[N:2].FC(F)(F)C(O)=O. Product: [C:1]([C:3]1[C@@H:8]([C:9]2[CH:14]=[CH:13][C:12]([C:15]#[N:16])=[CH:11][CH:10]=2)[N:7]2[N:17]=[C:18]([NH:20][CH2:21][C:22]([OH:24])=[O:23])[N:19]=[C:6]2[N:5]([C:29]2[CH:34]=[CH:33][CH:32]=[C:31]([C:35]([F:37])([F:38])[F:36])[CH:30]=2)[C:4]=1[CH3:39])#[N:2]. The catalyst class is: 4.